Predict the reactants needed to synthesize the given product. From a dataset of Full USPTO retrosynthesis dataset with 1.9M reactions from patents (1976-2016). (1) Given the product [O:1]1[CH2:2][CH2:3][CH2:4][CH2:5][CH:6]1[O:7][C:8]1[CH:15]=[CH:14][C:11]([CH:12]=[O:13])=[CH:10][CH:9]=1, predict the reactants needed to synthesize it. The reactants are: [O:1]1[CH:6]=[CH:5][CH2:4][CH2:3][CH2:2]1.[OH:7][C:8]1[CH:15]=[CH:14][C:11]([CH:12]=[O:13])=[CH:10][CH:9]=1.C1(C)C=CC(S([O-])(=O)=O)=CC=1.[NH+]1C=CC=CC=1.CCOC(C)=O. (2) Given the product [CH:28]1([CH2:33][C@H:34]([C:38]2[CH:43]=[CH:42][C:41]([S:44]([CH3:47])(=[O:46])=[O:45])=[CH:40][CH:39]=2)[C:35]([NH:48][C:49]2[S:50][CH:51]=[C:52]([CH3:54])[N:53]=2)=[O:37])[CH2:29][CH2:30][CH2:31][CH2:32]1, predict the reactants needed to synthesize it. The reactants are: C1(P(C2C=CC=CC=2)C2C=CC=CC=2)C=CC=CC=1.BrN1C(=O)CCC1=O.[CH:28]1([CH2:33][C@H:34]([C:38]2[CH:43]=[CH:42][C:41]([S:44]([CH3:47])(=[O:46])=[O:45])=[CH:40][CH:39]=2)[C:35]([OH:37])=O)[CH2:32][CH2:31][CH2:30][CH2:29]1.[NH2:48][C:49]1[S:50][CH:51]=[C:52]([CH3:54])[N:53]=1.Cl. (3) Given the product [OH:11][CH:8]([CH2:9][OH:10])[CH2:7][O:6][CH2:5][CH2:4][NH:1][C:36](=[O:37])[O:38][C:39]([CH3:42])([CH3:41])[CH3:40], predict the reactants needed to synthesize it. The reactants are: [N:1]([CH2:4][CH2:5][O:6][CH2:7][CH:8]([OH:11])[CH2:9][OH:10])=[N+]=[N-].C1(P(C2C=CC=CC=2)C2C=CC=CC=2)C=CC=CC=1.O1CCCC1.[C:36](O[C:36]([O:38][C:39]([CH3:42])([CH3:41])[CH3:40])=[O:37])([O:38][C:39]([CH3:42])([CH3:41])[CH3:40])=[O:37]. (4) The reactants are: Cl[C:2]1[CH:7]=[C:6]([NH:8][CH:9]2[CH2:11][CH2:10]2)[N:5]2[N:12]=[CH:13][C:14]([CH:15]=[O:16])=[C:4]2[N:3]=1.[C:17]([N:24]1[CH2:29][CH2:28][NH:27][CH2:26][CH2:25]1)([O:19][C:20]([CH3:23])([CH3:22])[CH3:21])=[O:18].C(=O)([O-])[O-].[K+].[K+].C(N(C(C)C)CC)(C)C. Given the product [CH:9]1([NH:8][C:6]2[N:5]3[N:12]=[CH:13][C:14]([CH:15]=[O:16])=[C:4]3[N:3]=[C:2]([N:27]3[CH2:26][CH2:25][N:24]([C:17]([O:19][C:20]([CH3:23])([CH3:22])[CH3:21])=[O:18])[CH2:29][CH2:28]3)[CH:7]=2)[CH2:11][CH2:10]1, predict the reactants needed to synthesize it.